This data is from Forward reaction prediction with 1.9M reactions from USPTO patents (1976-2016). The task is: Predict the product of the given reaction. Given the reactants [C:1]([O:5][C:6]([NH:8][CH2:9][C:10]([OH:12])=O)=[O:7])([CH3:4])([CH3:3])[CH3:2].[NH:13]1[CH2:20][CH2:19][CH2:18][C@H:14]1[C:15]([NH2:17])=[O:16].ON1C2C=CC=CC=2N=N1.C(N=C=NCCCN(C)C)C.C(N(CC)CC)C, predict the reaction product. The product is: [C:1]([O:5][C:6](=[O:7])[NH:8][CH2:9][C:10]([N:13]1[CH2:20][CH2:19][CH2:18][C@H:14]1[C:15](=[O:16])[NH2:17])=[O:12])([CH3:2])([CH3:3])[CH3:4].